Predict the reactants needed to synthesize the given product. From a dataset of Full USPTO retrosynthesis dataset with 1.9M reactions from patents (1976-2016). (1) Given the product [F:1][C:2]1[CH:32]=[CH:31][C:5]2[N:6]=[C:7]([N:18]3[CH2:23][CH2:22][NH:21][CH2:20][CH2:19]3)[C:8]3[C:13]4[CH:14]=[CH:15][CH:16]=[CH:17][C:12]=4[S:11][C:9]=3[NH:10][C:4]=2[CH:3]=1, predict the reactants needed to synthesize it. The reactants are: [F:1][C:2]1[CH:32]=[CH:31][C:5]2[N:6]=[C:7]([N:18]3[CH2:23][CH2:22][N:21](C(OC(C)(C)C)=O)[CH2:20][CH2:19]3)[C:8]3[C:13]4[CH:14]=[CH:15][CH:16]=[CH:17][C:12]=4[S:11][C:9]=3[NH:10][C:4]=2[CH:3]=1. (2) Given the product [CH3:1][O:2][C:3]1[CH:4]=[C:5]2[C:10](=[CH:11][C:12]=1[O:13][CH3:14])[N:9]=[CH:8][CH:7]=[C:6]2[O:15][C:16]1[CH:22]=[CH:21][C:19]([NH:20][C:35]([NH:52][C@@H:50]([C:47]2[CH:48]=[CH:49][C:44]([F:43])=[CH:45][CH:46]=2)[CH3:51])=[O:41])=[CH:18][C:17]=1[F:23], predict the reactants needed to synthesize it. The reactants are: [CH3:1][O:2][C:3]1[CH:4]=[C:5]2[C:10](=[CH:11][C:12]=1[O:13][CH3:14])[N:9]=[CH:8][CH:7]=[C:6]2[O:15][C:16]1[CH:22]=[CH:21][C:19]([NH2:20])=[CH:18][C:17]=1[F:23].C(N(CC)CC)C.ClC(Cl)(O[C:35](=[O:41])OC(Cl)(Cl)Cl)Cl.[F:43][C:44]1[CH:49]=[CH:48][C:47]([C@H:50]([NH2:52])[CH3:51])=[CH:46][CH:45]=1.